From a dataset of Forward reaction prediction with 1.9M reactions from USPTO patents (1976-2016). Predict the product of the given reaction. Given the reactants CCN=C=NCCCN(C)C.[NH2:12][CH2:13][C:14]1[CH:43]=[CH:42][C:17]([CH2:18][N:19]([CH:32]2[CH2:41][C:40]3[N:39]=[CH:38][CH:37]=[CH:36][C:35]=3[CH2:34][CH2:33]2)[S:20]([C:23]2[CH:28]=[CH:27][CH:26]=[CH:25][C:24]=2[N+:29]([O-:31])=[O:30])(=[O:22])=[O:21])=[CH:16][CH:15]=1.[Cl:44][C:45]1[CH:53]=[N:52][CH:51]=[C:50]([Cl:54])[C:46]=1[C:47](O)=[O:48].ON1C2C=CC=CC=2N=N1.CN1CCOCC1, predict the reaction product. The product is: [Cl:44][C:45]1[CH:53]=[N:52][CH:51]=[C:50]([Cl:54])[C:46]=1[C:47]([NH:12][CH2:13][C:14]1[CH:15]=[CH:16][C:17]([CH2:18][N:19]([S:20]([C:23]2[CH:28]=[CH:27][CH:26]=[CH:25][C:24]=2[N+:29]([O-:31])=[O:30])(=[O:21])=[O:22])[CH:32]2[CH2:41][C:40]3[N:39]=[CH:38][CH:37]=[CH:36][C:35]=3[CH2:34][CH2:33]2)=[CH:42][CH:43]=1)=[O:48].